This data is from Experimental lipophilicity measurements (octanol/water distribution) for 4,200 compounds from AstraZeneca. The task is: Regression/Classification. Given a drug SMILES string, predict its absorption, distribution, metabolism, or excretion properties. Task type varies by dataset: regression for continuous measurements (e.g., permeability, clearance, half-life) or binary classification for categorical outcomes (e.g., BBB penetration, CYP inhibition). For this dataset (lipophilicity_astrazeneca), we predict Y. (1) The molecule is COc1cc(-c2ccncc2)cc2cnc(Nc3ccc([C@@H](C)NC(C)=O)cc3)nc12. The Y is 2.73 logD. (2) The compound is Cn1c(=O)c2c(-c3ccc(S(C)(=O)=O)o3)n(Cc3ccnc4ccc(Cl)cc34)nc2n(CC2CC2)c1=O. The Y is 2.71 logD. (3) The molecule is NC(=O)Nc1cc(-c2cccc(O)c2)sc1C(N)=O. The Y is 2.21 logD. (4) The compound is FC(F)(F)c1nnc2ccc(N3CCCCC3)nn12. The Y is 3.00 logD. (5) The drug is N#Cc1cnn(-c2ccccc2)c1NC(=O)CN1CCN(c2ccccc2)CC1. The Y is 2.30 logD.